From a dataset of NCI-60 drug combinations with 297,098 pairs across 59 cell lines. Regression. Given two drug SMILES strings and cell line genomic features, predict the synergy score measuring deviation from expected non-interaction effect. Drug 1: CNC(=O)C1=CC=CC=C1SC2=CC3=C(C=C2)C(=NN3)C=CC4=CC=CC=N4. Drug 2: CS(=O)(=O)CCNCC1=CC=C(O1)C2=CC3=C(C=C2)N=CN=C3NC4=CC(=C(C=C4)OCC5=CC(=CC=C5)F)Cl. Cell line: SR. Synergy scores: CSS=54.2, Synergy_ZIP=-1.00, Synergy_Bliss=-1.59, Synergy_Loewe=-23.6, Synergy_HSA=-1.62.